From a dataset of NCI-60 drug combinations with 297,098 pairs across 59 cell lines. Regression. Given two drug SMILES strings and cell line genomic features, predict the synergy score measuring deviation from expected non-interaction effect. (1) Drug 1: CC1CCC2CC(C(=CC=CC=CC(CC(C(=O)C(C(C(=CC(C(=O)CC(OC(=O)C3CCCCN3C(=O)C(=O)C1(O2)O)C(C)CC4CCC(C(C4)OC)O)C)C)O)OC)C)C)C)OC. Drug 2: CC=C1C(=O)NC(C(=O)OC2CC(=O)NC(C(=O)NC(CSSCCC=C2)C(=O)N1)C(C)C)C(C)C. Cell line: SK-MEL-28. Synergy scores: CSS=20.8, Synergy_ZIP=-1.00, Synergy_Bliss=2.72, Synergy_Loewe=-20.4, Synergy_HSA=3.49. (2) Synergy scores: CSS=56.1, Synergy_ZIP=1.46, Synergy_Bliss=2.01, Synergy_Loewe=-19.4, Synergy_HSA=2.73. Drug 1: CC1=C2C(C(=O)C3(C(CC4C(C3C(C(C2(C)C)(CC1OC(=O)C(C(C5=CC=CC=C5)NC(=O)C6=CC=CC=C6)O)O)OC(=O)C7=CC=CC=C7)(CO4)OC(=O)C)O)C)OC(=O)C. Cell line: A549. Drug 2: C1C(C(OC1N2C=NC3=C2NC=NCC3O)CO)O. (3) Drug 1: CC12CCC3C(C1CCC2=O)CC(=C)C4=CC(=O)C=CC34C. Drug 2: C#CCC(CC1=CN=C2C(=N1)C(=NC(=N2)N)N)C3=CC=C(C=C3)C(=O)NC(CCC(=O)O)C(=O)O. Cell line: SNB-19. Synergy scores: CSS=23.6, Synergy_ZIP=-0.993, Synergy_Bliss=-1.18, Synergy_Loewe=-0.654, Synergy_HSA=-1.25.